The task is: Predict the reaction yield, written as a fraction of the theoretical maximum amount of product (1.0 means a 100% yield; for example, 0.34 means a 34% yield).. This data is from Reaction yield outcomes from USPTO patents with 853,638 reactions. (1) The reactants are [Cl:1][C:2]1[CH:11]=[CH:10][C:9]2[C:4](=[CH:5][C:6]([C:12]([O:14]CC)=[O:13])=[CH:7][CH:8]=2)[N:3]=1.[OH-].[Li+]. The catalyst is O1CCCC1. The product is [Cl:1][C:2]1[CH:11]=[CH:10][C:9]2[C:4](=[CH:5][C:6]([C:12]([OH:14])=[O:13])=[CH:7][CH:8]=2)[N:3]=1. The yield is 0.920. (2) The reactants are [CH:1]1([CH2:4][C@H:5]([C@H:16]([CH2:24][CH:25]2[CH2:27][CH2:26]2)[C:17]([O:19][C:20]([CH3:23])([CH3:22])[CH3:21])=[O:18])[C:6]([O:8]CC2C=CC=CC=2)=[O:7])[CH2:3][CH2:2]1. The catalyst is CO.[Pd]. The product is [C:20]([O:19][C:17](=[O:18])[C@@H:16]([CH2:24][CH:25]1[CH2:26][CH2:27]1)[C@@H:5]([CH2:4][CH:1]1[CH2:2][CH2:3]1)[C:6]([OH:8])=[O:7])([CH3:23])([CH3:21])[CH3:22]. The yield is 1.00.